This data is from Catalyst prediction with 721,799 reactions and 888 catalyst types from USPTO. The task is: Predict which catalyst facilitates the given reaction. (1) Reactant: C[O:2][C:3]([C:5]1[C:6]([OH:31])=[C:7]2[C:12](=[C:13]([C:15]#[N:16])[N:14]=1)[N:11]([CH2:17][C:18]1[CH:23]=[CH:22][CH:21]=[CH:20][CH:19]=1)[C:10](=[O:24])[C:9]([C:25]1[CH:30]=[CH:29][CH:28]=[CH:27][CH:26]=1)=[CH:8]2)=O.[NH2:32][CH2:33][C:34]1[CH:39]=[CH:38][N:37]=[CH:36][CH:35]=1.CC(O)=O.O. Product: [N:37]1[CH:38]=[CH:39][C:34]([CH2:33][NH:32][C:3]([C:5]2[C:6]([OH:31])=[C:7]3[C:12](=[C:13]([C:15]#[N:16])[N:14]=2)[N:11]([CH2:17][C:18]2[CH:19]=[CH:20][CH:21]=[CH:22][CH:23]=2)[C:10](=[O:24])[C:9]([C:25]2[CH:30]=[CH:29][CH:28]=[CH:27][CH:26]=2)=[CH:8]3)=[O:2])=[CH:35][CH:36]=1. The catalyst class is: 14. (2) Reactant: [Br:1][C:2]1[C:7]([O:8][CH3:9])=[CH:6][C:5]2[O:10][CH2:11][C:12]3[C:16]([C:17]([O:19]CC)=[O:18])=[N:15][N:14]([C:22]4[CH:26]=[CH:25][S:24][CH:23]=4)[C:13]=3[C:4]=2[CH:3]=1.C1COCC1.O.O[Li].O. Product: [Br:1][C:2]1[C:7]([O:8][CH3:9])=[CH:6][C:5]2[O:10][CH2:11][C:12]3[C:16]([C:17]([OH:19])=[O:18])=[N:15][N:14]([C:22]4[CH:26]=[CH:25][S:24][CH:23]=4)[C:13]=3[C:4]=2[CH:3]=1. The catalyst class is: 5. (3) Reactant: [Cl:1][C:2]1[CH:3]=[C:4]([C:9]2[CH:14]=[C:13]([N:15]3[CH2:20][CH2:19]N[CH2:17][CH2:16]3)[N:12]=[C:11]([N:21]3[CH2:26][CH2:25][N:24]([CH2:27][CH2:28][CH3:29])[CH2:23][CH2:22]3)[N:10]=2)[CH:5]=[CH:6][C:7]=1[F:8].Cl[C:31]1[C:36]([CH3:37])=[CH:35][C:34]([N+:38]([O-:40])=[O:39])=[CH:33][N:32]=1.[CH3:41]CN(C(C)C)C(C)C. Product: [Cl:1][C:2]1[CH:3]=[C:4]([C:9]2[N:10]=[C:11]([N:21]3[CH2:22][CH2:23][N:24]([CH2:27][CH2:28][CH3:29])[CH2:25][CH2:26]3)[N:12]=[C:13]([N:15]3[CH2:16][CH2:17][CH:41]([C:31]4[C:36]([CH3:37])=[CH:35][C:34]([N+:38]([O-:40])=[O:39])=[CH:33][N:32]=4)[CH2:19][CH2:20]3)[CH:14]=2)[CH:5]=[CH:6][C:7]=1[F:8]. The catalyst class is: 44. (4) Reactant: C([O:3][C:4]([C:6]1[S:7][C:8]([O:19][CH2:20][CH3:21])=[C:9]2[C:17]3[N:16]([CH3:18])[N:15]=[CH:14][C:13]=3[CH2:12][CH2:11][C:10]=12)=[O:5])C.[OH-].[K+].C1COCC1. Product: [CH2:20]([O:19][C:8]1[S:7][C:6]([C:4]([OH:5])=[O:3])=[C:10]2[C:9]=1[C:17]1[N:16]([CH3:18])[N:15]=[CH:14][C:13]=1[CH2:12][CH2:11]2)[CH3:21]. The catalyst class is: 8. (5) Product: [C:1]([CH:3]([CH:8]([C:22]1[CH:23]=[CH:24][CH:25]=[CH:26][C:21]=1[O:20][CH3:19])[C:9]1[C:18]2[C:13](=[CH:14][CH:15]=[CH:16][CH:17]=2)[N:12]=[CH:11][CH:10]=1)[C:4]([O:6][CH3:7])=[O:5])#[N:2]. Reactant: [C:1](/[C:3](=[CH:8]\[C:9]1[C:18]2[C:13](=[CH:14][CH:15]=[CH:16][CH:17]=2)[N:12]=[CH:11][CH:10]=1)/[C:4]([O:6][CH3:7])=[O:5])#[N:2].[CH3:19][O:20][C:21]1[CH:26]=[CH:25][CH:24]=[CH:23][C:22]=1[Mg]Br. The catalyst class is: 1. (6) Reactant: [CH2:1]([C@H:8]1[N:13]([C:14]([O:16][C:17]([CH3:20])([CH3:19])[CH3:18])=[O:15])[CH2:12][CH:11]=[C:10]([C:21]2[CH:22]=[CH:23][C:24]3[O:35][CH2:34][C:27]4=[N:28][NH:29][C:30](=[O:33])[C@@H:31]([CH3:32])[N:26]4[C:25]=3[CH:36]=2)[CH2:9]1)[C:2]1[CH:7]=[CH:6][CH:5]=[CH:4][CH:3]=1. Product: [CH2:1]([C@@H:8]1[CH2:9][CH:10]([C:21]2[CH:22]=[CH:23][C:24]3[O:35][CH2:34][C:27]4=[N:28][NH:29][C:30](=[O:33])[C@@H:31]([CH3:32])[N:26]4[C:25]=3[CH:36]=2)[CH2:11][CH2:12][N:13]1[C:14]([O:16][C:17]([CH3:18])([CH3:20])[CH3:19])=[O:15])[C:2]1[CH:3]=[CH:4][CH:5]=[CH:6][CH:7]=1. The catalyst class is: 19. (7) Product: [C:1]([O:5][C:6]([NH:8][CH2:9][C:10]([CH3:16])([CH3:15])[CH2:11][C:12]([O:14][C:23]1[CH:24]=[CH:25][C:20]([N+:17]([O-:19])=[O:18])=[CH:21][CH:22]=1)=[O:13])=[O:7])([CH3:4])([CH3:2])[CH3:3]. Reactant: [C:1]([O:5][C:6]([NH:8][CH2:9][C:10]([CH3:16])([CH3:15])[CH2:11][C:12]([OH:14])=[O:13])=[O:7])([CH3:4])([CH3:3])[CH3:2].[N+:17]([C:20]1[CH:25]=[CH:24][C:23](O)=[CH:22][CH:21]=1)([O-:19])=[O:18].C1CCC(N=C=NC2CCCCC2)CC1. The catalyst class is: 1.